This data is from Full USPTO retrosynthesis dataset with 1.9M reactions from patents (1976-2016). The task is: Predict the reactants needed to synthesize the given product. (1) Given the product [N:9]1[C:10]2[CH2:11][CH2:12][CH:3]([CH:2]=[O:1])[CH2:4][C:5]=2[CH:6]=[CH:7][CH:8]=1, predict the reactants needed to synthesize it. The reactants are: [OH:1][CH2:2][CH:3]1[CH2:12][CH2:11][C:10]2[N:9]=[CH:8][CH:7]=[CH:6][C:5]=2[CH2:4]1.C[N+]1([O-])CCOCC1. (2) The reactants are: [Cl:1][C:2]1[CH:7]=[CH:6][C:5]([CH:8]([C:20]2[CH:28]=[CH:27][C:23]([C:24](O)=[O:25])=[CH:22][CH:21]=2)[CH2:9][C:10]([C:12]2[CH:17]=[CH:16][C:15](=[O:18])[N:14]([CH3:19])[CH:13]=2)=[O:11])=[C:4]([CH3:29])[CH:3]=1.[CH3:30][S:31]([CH2:34][CH2:35][NH2:36])(=[O:33])=[O:32].F[P-](F)(F)(F)(F)F.N1(O[P+](N(C)C)(N(C)C)N(C)C)C2C=CC=CC=2N=N1. Given the product [Cl:1][C:2]1[CH:7]=[CH:6][C:5]([CH:8]([C:20]2[CH:21]=[CH:22][C:23]([C:24]([NH:36][CH2:35][CH2:34][S:31]([CH3:30])(=[O:33])=[O:32])=[O:25])=[CH:27][CH:28]=2)[CH2:9][C:10]([C:12]2[CH:17]=[CH:16][C:15](=[O:18])[N:14]([CH3:19])[CH:13]=2)=[O:11])=[C:4]([CH3:29])[CH:3]=1, predict the reactants needed to synthesize it. (3) Given the product [CH3:22][O:23][CH2:24][CH2:25][NH:26][C:2]1[CH:3]=[C:4]2[C:9](=[CH:10][C:11]=1[N+:12]([O-:14])=[O:13])[NH:8][C:7](=[O:15])[N:6]([NH:16][S:17]([CH3:20])(=[O:19])=[O:18])[C:5]2=[O:21], predict the reactants needed to synthesize it. The reactants are: F[C:2]1[CH:3]=[C:4]2[C:9](=[CH:10][C:11]=1[N+:12]([O-:14])=[O:13])[NH:8][C:7](=[O:15])[N:6]([NH:16][S:17]([CH3:20])(=[O:19])=[O:18])[C:5]2=[O:21].[CH3:22][O:23][CH2:24][CH2:25][NH2:26]. (4) Given the product [CH3:1][C:2]1[CH:7]=[C:6]([CH3:8])[N:5]=[C:4]([N:9]2[CH2:16][CH:15]3[CH:11]([CH2:12][N:13]([C:24]([C:23]4[CH:27]=[CH:28][CH:29]=[CH:30][C:22]=4[C:19]4[NH:18][N:17]=[CH:21][N:20]=4)=[O:25])[CH2:14]3)[CH2:10]2)[N:3]=1, predict the reactants needed to synthesize it. The reactants are: [CH3:1][C:2]1[CH:7]=[C:6]([CH3:8])[N:5]=[C:4]([N:9]2[CH2:16][CH:15]3[CH:11]([CH2:12][NH:13][CH2:14]3)[CH2:10]2)[N:3]=1.[N:17]1[N:18]=[C:19]([C:22]2[CH:30]=[CH:29][CH:28]=[CH:27][C:23]=2[C:24](O)=[O:25])[NH:20][CH:21]=1.CN(C(ON1N=NC2C=CC=NC1=2)=[N+](C)C)C.F[P-](F)(F)(F)(F)F.CCN(C(C)C)C(C)C. (5) Given the product [Si:1]([O:8][C@H:9]([C@H:17]([O:20][Si:21]([C:24]([CH3:25])([CH3:27])[CH3:26])([CH3:22])[CH3:23])/[CH:18]=[CH:28]/[I:31])[CH2:10][CH2:11][CH2:12][C:13]([O:15][CH3:16])=[O:14])([C:4]([CH3:5])([CH3:7])[CH3:6])([CH3:3])[CH3:2], predict the reactants needed to synthesize it. The reactants are: [Si:1]([O:8][C@H:9]([C@H:17]([O:20][Si:21]([C:24]([CH3:27])([CH3:26])[CH3:25])([CH3:23])[CH3:22])[CH:18]=O)[CH2:10][CH2:11][CH2:12][C:13]([O:15][CH3:16])=[O:14])([C:4]([CH3:7])([CH3:6])[CH3:5])([CH3:3])[CH3:2].[CH:28]([I:31])(I)I. (6) The reactants are: [Cl:1][C:2]1[C:10]2[N:9]=[C:8]3[N:11]([C:15]4[CH:20]=[CH:19][C:18]([Cl:21])=[CH:17][C:16]=4[Cl:22])[CH2:12][CH2:13][CH2:14][N:7]3[C:6]=2[C:5]([CH:23]([CH2:30][CH3:31])[CH2:24][C:25](OCC)=[O:26])=[CH:4][CH:3]=1.[OH-].[Na+].Cl.Cl.[CH3:36][NH:37][O:38][CH3:39].Cl.C(N=C=NCCCN(C)C)C.O.ON1C2C=CC=CC=2N=N1.C(N(CC)CC)C. Given the product [Cl:1][C:2]1[C:10]2[N:9]=[C:8]3[N:11]([C:15]4[CH:20]=[CH:19][C:18]([Cl:21])=[CH:17][C:16]=4[Cl:22])[CH2:12][CH2:13][CH2:14][N:7]3[C:6]=2[C:5]([CH:23]([CH2:30][CH3:31])[CH2:24][C:25]([N:37]([O:38][CH3:39])[CH3:36])=[O:26])=[CH:4][CH:3]=1, predict the reactants needed to synthesize it. (7) Given the product [CH:1]1([CH2:7][CH2:8][C:9]([C:17]2[CH:18]=[CH:19][C:14]([O:13][CH3:12])=[CH:15][CH:16]=2)=[O:10])[CH2:6][CH2:5][CH2:4][CH2:3][CH2:2]1, predict the reactants needed to synthesize it. The reactants are: [CH:1]1([CH2:7][CH2:8][C:9](Cl)=[O:10])[CH2:6][CH2:5][CH2:4][CH2:3][CH2:2]1.[CH3:12][O:13][C:14]1[CH:19]=[CH:18][CH:17]=[CH:16][CH:15]=1.[Al+3].[Cl-].[Cl-].[Cl-]. (8) The reactants are: [CH2:1]([N:8]1[C:12](=[O:13])[C:11](=[CH:14][N:15]([C:17]2[CH:22]=[CH:21][CH:20]=[CH:19][CH:18]=2)[CH3:16])[S:10][C:9]1=S)[C:2]1[CH:7]=[CH:6][CH:5]=[CH:4][CH:3]=1.C1(C)C=CC(S(OC)(=O)=O)=CC=1.[NH2:36][C:37]1[CH:38]=[C:39]([C:46](=[O:48])[CH3:47])[CH:40]=[CH:41][C:42]=1[NH:43][CH2:44][CH3:45]. Given the product [C:46]([C:39]1[CH:40]=[CH:41][C:42]([NH:43][CH2:44][CH3:45])=[C:37]([N:36]=[C:9]2[N:8]([CH2:1][C:2]3[CH:7]=[CH:6][CH:5]=[CH:4][CH:3]=3)[C:12](=[O:13])[C:11](=[CH:14][N:15]([C:17]3[CH:22]=[CH:21][CH:20]=[CH:19][CH:18]=3)[CH3:16])[S:10]2)[CH:38]=1)(=[O:48])[CH3:47], predict the reactants needed to synthesize it. (9) Given the product [CH:16]1([C:14]2[NH:13][N:12]=[C:11]([NH:10][C:6]3[N:5]=[C:4]([NH:19][C@H:20]([C:23]4[CH:24]=[CH:25][C:26]([F:29])=[CH:27][CH:28]=4)[CH2:21][OH:22])[C:3]([CH2:2][NH:1][S:31]([CH3:30])(=[O:33])=[O:32])=[CH:8][C:7]=3[F:9])[CH:15]=2)[CH2:18][CH2:17]1, predict the reactants needed to synthesize it. The reactants are: [NH2:1][CH2:2][C:3]1[C:4]([NH:19][C@H:20]([C:23]2[CH:28]=[CH:27][C:26]([F:29])=[CH:25][CH:24]=2)[CH2:21][OH:22])=[N:5][C:6]([NH:10][C:11]2[CH:15]=[C:14]([CH:16]3[CH2:18][CH2:17]3)[NH:13][N:12]=2)=[C:7]([F:9])[CH:8]=1.[CH3:30][S:31](O)(=[O:33])=[O:32].CCN(C(C)C)C(C)C. (10) Given the product [CH2:10]([N:7]1[C:8](=[O:9])[C@H:2]([NH:1][C:46]([N:48]2[CH2:53][CH2:52][CH:51]([N:54]3[CH2:63][C:62]4[C:57](=[CH:58][CH:59]=[CH:60][CH:61]=4)[NH:56][C:55]3=[O:64])[CH2:50][CH2:49]2)=[O:47])[CH2:3][C:4]2[CH:20]=[CH:19][C:18]([NH:21][C:22](=[O:28])[O:23][C:24]([CH3:25])([CH3:26])[CH3:27])=[C:17]([CH3:29])[C:5]=2[CH2:6]1)[C:11]1[CH:16]=[CH:15][CH:14]=[CH:13][CH:12]=1, predict the reactants needed to synthesize it. The reactants are: [NH2:1][C@H:2]1[C:8](=[O:9])[N:7]([CH2:10][C:11]2[CH:16]=[CH:15][CH:14]=[CH:13][CH:12]=2)[CH2:6][C:5]2[C:17]([CH3:29])=[C:18]([NH:21][C:22](=[O:28])[O:23][C:24]([CH3:27])([CH3:26])[CH3:25])[CH:19]=[CH:20][C:4]=2[CH2:3]1.C(N1C(=O)[C@H](N[C:46]([N:48]2[CH2:53][CH2:52][CH:51]([N:54]3[CH2:63][C:62]4[C:57](=[CH:58][CH:59]=[CH:60][CH:61]=4)[NH:56][C:55]3=[O:64])[CH2:50][CH2:49]2)=[O:47])CC2C=C(C)C(NC(=O)OC(C)(C)C)=CC=2C1)C1C=CC=CC=1.